Task: Predict the reactants needed to synthesize the given product.. Dataset: Full USPTO retrosynthesis dataset with 1.9M reactions from patents (1976-2016) (1) Given the product [Br:20][CH2:2][CH2:3][CH2:4][CH2:5][CH2:6][CH2:7][CH2:8][CH2:9][CH2:10][CH2:11][CH2:12][N:13]([CH3:18])[C:14](=[O:17])[CH:15]=[CH2:16], predict the reactants needed to synthesize it. The reactants are: O[CH2:2][CH2:3][CH2:4][CH2:5][CH2:6][CH2:7][CH2:8][CH2:9][CH2:10][CH2:11][CH2:12][N:13]([CH3:18])[C:14](=[O:17])[CH:15]=[CH2:16].P(Br)(Br)[Br:20]. (2) Given the product [NH2:20][C@H:7]1[C:8]2[C:13](=[CH:12][CH:11]=[C:10]([N:14]3[CH2:15][CH2:16][O:17][CH2:18][CH2:19]3)[CH:9]=2)[N:4]([C:1](=[O:3])[CH3:2])[C@@H:5]([CH3:32])[C@@H:6]1[CH3:31], predict the reactants needed to synthesize it. The reactants are: [C:1]([N:4]1[C:13]2[C:8](=[CH:9][C:10]([N:14]3[CH2:19][CH2:18][O:17][CH2:16][CH2:15]3)=[CH:11][CH:12]=2)[C@H:7]([NH:20]C(=O)OCC2C=CC=CC=2)[C@@H:6]([CH3:31])[C@@H:5]1[CH3:32])(=[O:3])[CH3:2].C[C@H]1[C@H](C)[C@@H](NC(=O)OCC2C=CC=CC=2)C2C(=CC=C(N3CCOCC3)C=2)N1. (3) Given the product [OH:1][C:2]1[C:3]([C:8]([NH:25][C@@H:24]([CH2:26][C:27]([O:29][CH2:30][CH3:31])=[O:28])[C:23]([O:22][CH2:20][CH3:21])=[O:32])=[O:10])=[N:4][CH:5]=[CH:6][N:7]=1, predict the reactants needed to synthesize it. The reactants are: [OH:1][C:2]1[C:3]([C:8]([O:10]C)=O)=[N:4][CH:5]=[CH:6][N:7]=1.C(N(CC)CC)C.Cl.[CH2:20]([O:22][C:23](=[O:32])[C@H:24]([CH2:26][C:27]([O:29][CH2:30][CH3:31])=[O:28])[NH2:25])[CH3:21].Cl. (4) Given the product [CH3:28][O:27][C:4]1[CH:5]=[CH:6][C:1]([NH:7][C:8](=[O:26])[CH2:9][N:10]2[C:18]3[C:13](=[CH:14][CH:15]=[CH:16][CH:17]=3)[C:12]3([C:22](=[O:23])[NH:21][C:20](=[O:24])[NH:19]3)[C:11]2=[O:25])=[CH:2][CH:3]=1, predict the reactants needed to synthesize it. The reactants are: [C:1]1([NH:7][C:8](=[O:26])[CH2:9][N:10]2[C:18]3[C:13](=[CH:14][CH:15]=[CH:16][CH:17]=3)[C:12]3([C:22](=[O:23])[NH:21][C:20](=[O:24])[NH:19]3)[C:11]2=[O:25])[CH:6]=[CH:5][CH:4]=[CH:3][CH:2]=1.[O:27]=[C:28]1NC2(C3C(=CC=CC=3)N(CC(O)=O)C2=O)C(=O)N1.COC1C=CC(N)=CC=1. (5) Given the product [CH2:10]([N:12]([CH2:13][C:14]([OH:19])([CH2:20][NH:21][C:22]1[CH:30]=[C:29]([CH3:31])[CH:28]=[C:27]2[C:23]=1[CH:24]=[N:25][N:26]2[C:32]1[CH:37]=[CH:36][CH:35]=[CH:34][CH:33]=1)[C:15]([F:18])([F:17])[F:16])[C:1](=[O:9])[C:2]1[CH:3]=[CH:4][CH:5]=[CH:6][CH:7]=1)[CH3:11], predict the reactants needed to synthesize it. The reactants are: [C:1]([OH:9])(=O)[C:2]1[CH:7]=[CH:6][CH:5]=[CH:4][CH:3]=1.[CH2:10]([NH:12][CH2:13][C:14]([CH2:20][NH:21][C:22]1[CH:30]=[C:29]([CH3:31])[CH:28]=[C:27]2[C:23]=1[CH:24]=[N:25][N:26]2[C:32]1[CH:37]=[CH:36][CH:35]=[CH:34][CH:33]=1)([OH:19])[C:15]([F:18])([F:17])[F:16])[CH3:11]. (6) Given the product [OH:1][CH:2]1[CH2:12][CH:11]([CH3:13])[CH2:10][CH:4]([C:5]([O:7][CH2:8][CH3:9])=[O:6])[CH2:3]1, predict the reactants needed to synthesize it. The reactants are: [OH:1][C:2]1[CH:3]=[C:4]([CH:10]=[C:11]([CH3:13])[CH:12]=1)[C:5]([O:7][CH2:8][CH3:9])=[O:6]. (7) Given the product [OH:19][CH:6]1[CH2:7][CH2:8][CH:1]2[CH2:9][CH:5]1[CH2:4][N:3]([C:10]([O:12][CH2:13][CH3:14])=[O:11])[CH2:2]2, predict the reactants needed to synthesize it. The reactants are: [CH:1]12[CH2:9][CH:5]([CH:6]=[CH:7][CH2:8]1)[CH2:4][N:3]([C:10]([O:12][CH2:13][CH3:14])=[O:11])[CH2:2]2.B.C1C[O:19]CC1.[OH-].[Na+].OO.